Task: Predict the product of the given reaction.. Dataset: Forward reaction prediction with 1.9M reactions from USPTO patents (1976-2016) (1) Given the reactants C[O-].[Na+].C(O[C:7]([C:9]1[N:10]([CH2:17][C:18]2[CH:23]=[CH:22][CH:21]=[CH:20][CH:19]=2)[CH:11]=[C:12]([C:15]#[N:16])[C:13]=1[NH2:14])=[O:8])C.O.[CH:25]([NH2:27])=O, predict the reaction product. The product is: [CH2:17]([N:10]1[C:9]2[C:7](=[O:8])[NH:27][CH:25]=[N:14][C:13]=2[C:12]([C:15]#[N:16])=[CH:11]1)[C:18]1[CH:19]=[CH:20][CH:21]=[CH:22][CH:23]=1. (2) The product is: [CH3:1][O:2][C:3]1[CH:10]=[C:9]([O:11][CH3:12])[C:8]([C:13]2[CH:14]=[N:15][NH:16][CH:17]=2)=[CH:7][C:4]=1/[CH:5]=[CH:19]/[C:18]([C:21]1[CH:29]=[CH:28][C:24]([C:25]([OH:27])=[O:26])=[CH:23][CH:22]=1)=[O:20]. Given the reactants [CH3:1][O:2][C:3]1[CH:10]=[C:9]([O:11][CH3:12])[C:8]([C:13]2[CH:14]=[N:15][NH:16][CH:17]=2)=[CH:7][C:4]=1[CH:5]=O.[C:18]([C:21]1[CH:29]=[CH:28][C:24]([C:25]([OH:27])=[O:26])=[CH:23][CH:22]=1)(=[O:20])[CH3:19], predict the reaction product.